This data is from NCI-60 drug combinations with 297,098 pairs across 59 cell lines. The task is: Regression. Given two drug SMILES strings and cell line genomic features, predict the synergy score measuring deviation from expected non-interaction effect. (1) Drug 1: CC1=C(C=C(C=C1)NC(=O)C2=CC=C(C=C2)CN3CCN(CC3)C)NC4=NC=CC(=N4)C5=CN=CC=C5. Drug 2: C1CNP(=O)(OC1)N(CCCl)CCCl. Cell line: NCI-H226. Synergy scores: CSS=-7.72, Synergy_ZIP=2.93, Synergy_Bliss=-0.187, Synergy_Loewe=-4.37, Synergy_HSA=-5.08. (2) Drug 1: CNC(=O)C1=CC=CC=C1SC2=CC3=C(C=C2)C(=NN3)C=CC4=CC=CC=N4. Drug 2: C1=CC(=CC=C1C#N)C(C2=CC=C(C=C2)C#N)N3C=NC=N3. Cell line: HL-60(TB). Synergy scores: CSS=8.64, Synergy_ZIP=-2.43, Synergy_Bliss=-1.87, Synergy_Loewe=-3.88, Synergy_HSA=-1.55. (3) Drug 1: CC12CCC3C(C1CCC2OP(=O)(O)O)CCC4=C3C=CC(=C4)OC(=O)N(CCCl)CCCl.[Na+]. Drug 2: COCCOC1=C(C=C2C(=C1)C(=NC=N2)NC3=CC=CC(=C3)C#C)OCCOC.Cl. Cell line: PC-3. Synergy scores: CSS=-14.6, Synergy_ZIP=15.3, Synergy_Bliss=15.9, Synergy_Loewe=0.149, Synergy_HSA=-0.0478. (4) Drug 1: CS(=O)(=O)OCCCCOS(=O)(=O)C. Drug 2: C1CNP(=O)(OC1)N(CCCl)CCCl. Cell line: HL-60(TB). Synergy scores: CSS=13.8, Synergy_ZIP=-1.69, Synergy_Bliss=-0.587, Synergy_Loewe=-17.0, Synergy_HSA=-17.0. (5) Drug 1: CC(CN1CC(=O)NC(=O)C1)N2CC(=O)NC(=O)C2. Drug 2: CC1C(C(CC(O1)OC2CC(CC3=C2C(=C4C(=C3O)C(=O)C5=C(C4=O)C(=CC=C5)OC)O)(C(=O)C)O)N)O.Cl. Cell line: HT29. Synergy scores: CSS=41.1, Synergy_ZIP=0.880, Synergy_Bliss=1.14, Synergy_Loewe=1.96, Synergy_HSA=4.41. (6) Drug 1: C1=C(C(=O)NC(=O)N1)F. Drug 2: CC1=CC=C(C=C1)C2=CC(=NN2C3=CC=C(C=C3)S(=O)(=O)N)C(F)(F)F. Cell line: SNB-75. Synergy scores: CSS=14.1, Synergy_ZIP=-4.76, Synergy_Bliss=-4.48, Synergy_Loewe=-5.89, Synergy_HSA=-4.33. (7) Drug 1: CC1C(C(CC(O1)OC2CC(CC3=C2C(=C4C(=C3O)C(=O)C5=C(C4=O)C(=CC=C5)OC)O)(C(=O)C)O)N)O.Cl. Drug 2: COCCOC1=C(C=C2C(=C1)C(=NC=N2)NC3=CC=CC(=C3)C#C)OCCOC.Cl. Cell line: A549. Synergy scores: CSS=21.3, Synergy_ZIP=1.16, Synergy_Bliss=6.23, Synergy_Loewe=5.91, Synergy_HSA=6.88. (8) Drug 1: CN(CCCl)CCCl.Cl. Drug 2: COC1=C2C(=CC3=C1OC=C3)C=CC(=O)O2. Cell line: HCT116. Synergy scores: CSS=13.7, Synergy_ZIP=3.40, Synergy_Bliss=-1.55, Synergy_Loewe=-2.88, Synergy_HSA=-2.66. (9) Synergy scores: CSS=-3.68, Synergy_ZIP=0.595, Synergy_Bliss=-2.17, Synergy_Loewe=-3.72, Synergy_HSA=-4.03. Cell line: UO-31. Drug 1: CC1C(C(=O)NC(C(=O)N2CCCC2C(=O)N(CC(=O)N(C(C(=O)O1)C(C)C)C)C)C(C)C)NC(=O)C3=C4C(=C(C=C3)C)OC5=C(C(=O)C(=C(C5=N4)C(=O)NC6C(OC(=O)C(N(C(=O)CN(C(=O)C7CCCN7C(=O)C(NC6=O)C(C)C)C)C)C(C)C)C)N)C. Drug 2: CCC1(CC2CC(C3=C(CCN(C2)C1)C4=CC=CC=C4N3)(C5=C(C=C6C(=C5)C78CCN9C7C(C=CC9)(C(C(C8N6C)(C(=O)OC)O)OC(=O)C)CC)OC)C(=O)OC)O.OS(=O)(=O)O.